From a dataset of Retrosynthesis with 50K atom-mapped reactions and 10 reaction types from USPTO. Predict the reactants needed to synthesize the given product. (1) Given the product Clc1ccc(CSC(CCc2ccccc2)Cn2ccnc2)cc1Cl, predict the reactants needed to synthesize it. The reactants are: ClC(CCc1ccccc1)Cn1ccnc1.SCc1ccc(Cl)c(Cl)c1. (2) Given the product O=Cc1cccc(Oc2ccc([N+](=O)[O-])cc2)c1, predict the reactants needed to synthesize it. The reactants are: O=Cc1cccc(O)c1.O=[N+]([O-])c1ccc(F)cc1. (3) Given the product O=C(Nc1ccc2[nH]cc(C3CCN(CCc4ccccc4)CC3)c2n1)c1ccccc1, predict the reactants needed to synthesize it. The reactants are: Nc1ccc2[nH]cc(C3CCN(CCc4ccccc4)CC3)c2n1.O=C(Cl)c1ccccc1.